Dataset: Full USPTO retrosynthesis dataset with 1.9M reactions from patents (1976-2016). Task: Predict the reactants needed to synthesize the given product. (1) Given the product [C:13]([C:14]1[C:10](=[O:11])[N:9]([C:3]2[C:2]([Cl:1])=[CH:7][CH:6]=[CH:5][C:4]=2[Cl:8])[C:18]([CH3:23])=[CH:19][C:15]=1[OH:16])(=[O:17])[CH3:12], predict the reactants needed to synthesize it. The reactants are: [Cl:1][C:2]1[CH:7]=[CH:6][CH:5]=[C:4]([Cl:8])[C:3]=1[N:9]=[C:10]=[O:11].[CH2:12]=[C:13]1[O:17][C:15](=[O:16])[CH2:14]1.[C:18]1(C)[CH:23]=CC=C[CH:19]=1. (2) Given the product [CH3:1][O:2][C:3]([C:5]1[C:13]2[N:12]=[C:11]([C:14](=[O:30])[NH:15][C:16]3[CH:21]=[CH:20][C:19]([C:22]([N:24]4[CH2:28][CH2:27][CH2:26][CH2:25]4)=[O:23])=[CH:18][C:17]=3[F:29])[N:10]([CH2:32][C:33](=[O:34])[NH:35][C:36]3[CH:41]=[CH:40][C:39]([Cl:42])=[CH:38][N:37]=3)[C:9]=2[CH:8]=[CH:7][CH:6]=1)=[O:4], predict the reactants needed to synthesize it. The reactants are: [CH3:1][O:2][C:3]([C:5]1[C:13]2[N:12]=[C:11]([C:14](=[O:30])[NH:15][C:16]3[CH:21]=[CH:20][C:19]([C:22]([N:24]4[CH2:28][CH2:27][CH2:26][CH2:25]4)=[O:23])=[CH:18][C:17]=3[F:29])[NH:10][C:9]=2[CH:8]=[CH:7][CH:6]=1)=[O:4].Br[CH2:32][C:33]([NH:35][C:36]1[CH:41]=[CH:40][C:39]([Cl:42])=[CH:38][N:37]=1)=[O:34].